This data is from Forward reaction prediction with 1.9M reactions from USPTO patents (1976-2016). The task is: Predict the product of the given reaction. (1) Given the reactants [CH2:1]([O:3][C:4]([C@H:6]1[CH2:8][C@@H:7]1[C:9]1[CH:14]=[CH:13][C:12]([O:15][C@H:16]2[C:24]3[C:19](=[C:20]([C:27]4[C:32]([CH3:33])=[CH:31][C:30]([O:34][Si](C(C)(C)C)(C)C)=[CH:29][C:28]=4[CH3:42])[C:21]([C:25]#[N:26])=[CH:22][CH:23]=3)[CH2:18][CH2:17]2)=[CH:11][CH:10]=1)=[O:5])[CH3:2].[F-].C([N+](CCCC)(CCCC)CCCC)CCC.[Cl-].[NH4+], predict the reaction product. The product is: [CH2:1]([O:3][C:4]([C@H:6]1[CH2:8][C@@H:7]1[C:9]1[CH:14]=[CH:13][C:12]([O:15][C@H:16]2[C:24]3[C:19](=[C:20]([C:27]4[C:32]([CH3:33])=[CH:31][C:30]([OH:34])=[CH:29][C:28]=4[CH3:42])[C:21]([C:25]#[N:26])=[CH:22][CH:23]=3)[CH2:18][CH2:17]2)=[CH:11][CH:10]=1)=[O:5])[CH3:2]. (2) Given the reactants [Si:1]([C:5]#[C:6][C:7]([OH:9])=O)([CH3:4])([CH3:3])[CH3:2].C1CCC(N=C=NC2CCCCC2)CC1.[NH2:25][C:26]1[CH:58]=[CH:57][C:29]([C:30]([NH:32][C:33]23[CH2:39][C:37]([NH:40][C:41]4[N:46]=[C:45]([C:47]5[C:55]6[C:50](=[CH:51][CH:52]=[CH:53][CH:54]=6)[NH:49][CH:48]=5)[C:44]([Cl:56])=[CH:43][N:42]=4)([CH2:38]2)[CH2:36][CH2:35][CH2:34]3)=[O:31])=[CH:28][CH:27]=1, predict the reaction product. The product is: [Cl:56][C:44]1[C:45]([C:47]2[C:55]3[C:50](=[CH:51][CH:52]=[CH:53][CH:54]=3)[NH:49][CH:48]=2)=[N:46][C:41]([NH:40][C:37]23[CH2:39][C:33]([NH:32][C:30](=[O:31])[C:29]4[CH:28]=[CH:27][C:26]([NH:25][C:7](=[O:9])[C:6]#[C:5][Si:1]([CH3:4])([CH3:3])[CH3:2])=[CH:58][CH:57]=4)([CH2:38]2)[CH2:34][CH2:35][CH2:36]3)=[N:42][CH:43]=1. (3) Given the reactants C(OC([N:8]1[CH2:13][CH2:12][CH:11]([N:14]2[C:22](=[O:23])[C:21]3[C:16](=[CH:17][CH:18]=[CH:19][C:20]=3[C:24](=[O:26])[NH2:25])[CH:15]2[CH3:27])[CH2:10][CH2:9]1)=O)(C)(C)C.O1CCOCC1, predict the reaction product. The product is: [CH3:27][CH:15]1[C:16]2[CH:17]=[CH:18][CH:19]=[C:20]([C:24]([NH2:25])=[O:26])[C:21]=2[C:22](=[O:23])[N:14]1[CH:11]1[CH2:12][CH2:13][NH:8][CH2:9][CH2:10]1. (4) Given the reactants [Cl:1][C:2]1[CH:7]=[C:6](F)[CH:5]=[CH:4][C:3]=1[S:9]([C@H:12]1[CH2:16][N:15]([C:17]2[N:21]([CH:22]3[CH2:27][CH2:26][O:25][CH2:24][CH2:23]3)[N:20]=[C:19]([CH3:28])[CH:18]=2)[C@H:14]([C:29]([NH:31][C:32]2([C:35]#[N:36])[CH2:34][CH2:33]2)=[O:30])[CH2:13]1)(=[O:11])=[O:10].[F:37][C:38]([F:42])([F:41])[CH2:39][OH:40], predict the reaction product. The product is: [CH2:39]([OH:40])[C:38]([F:42])([F:41])[F:37].[C:35]([C:32]1([NH:31][C:29]([C@H:14]2[CH2:13][C@@H:12]([S:9]([C:3]3[CH:4]=[CH:5][C:6]([O:40][CH2:39][C:38]([F:42])([F:41])[F:37])=[CH:7][C:2]=3[Cl:1])(=[O:11])=[O:10])[CH2:16][N:15]2[C:17]2[N:21]([CH:22]3[CH2:27][CH2:26][O:25][CH2:24][CH2:23]3)[N:20]=[C:19]([CH3:28])[CH:18]=2)=[O:30])[CH2:33][CH2:34]1)#[N:36]. (5) Given the reactants [C:1]([O:5][C:6](=[O:17])[NH:7][C:8]1[CH:13]=[C:12]([Cl:14])[C:11]([CH3:15])=[CH:10][C:9]=1[NH2:16])([CH3:4])([CH3:3])[CH3:2].C([O:22][C:23](=O)[CH2:24][C:25]([C:27]1[CH:32]=[CH:31][CH:30]=[C:29]([C:33]2[CH:38]=[CH:37][N:36]=[C:35]([CH3:39])[CH:34]=2)[CH:28]=1)=[O:26])(C)(C)C, predict the reaction product. The product is: [C:1]([O:5][C:6](=[O:17])[NH:7][C:8]1[CH:13]=[C:12]([Cl:14])[C:11]([CH3:15])=[CH:10][C:9]=1[NH:16][C:23](=[O:22])[CH2:24][C:25]([C:27]1[CH:32]=[CH:31][CH:30]=[C:29]([C:33]2[CH:38]=[CH:37][N:36]=[C:35]([CH3:39])[CH:34]=2)[CH:28]=1)=[O:26])([CH3:4])([CH3:2])[CH3:3]. (6) Given the reactants Br[C:2]1[CH:3]=[CH:4][C:5]([N:15]2[CH2:19][CH2:18][CH2:17][CH:16]2[CH3:20])=[C:6](/[CH:8]=[CH:9]/[C:10]([O:12][CH2:13][CH3:14])=[O:11])[CH:7]=1.[CH2:21]([O:25][CH2:26][CH2:27][O:28][C:29]1[CH:34]=[CH:33][C:32](OB(O)O)=[CH:31][CH:30]=1)[CH2:22][CH2:23][CH3:24].C(=O)([O-])[O-].[K+].[K+], predict the reaction product. The product is: [CH2:21]([O:25][CH2:26][CH2:27][O:28][C:29]1[CH:30]=[CH:31][C:32]([C:2]2[CH:3]=[CH:4][C:5]([N:15]3[CH2:19][CH2:18][CH2:17][CH:16]3[CH3:20])=[C:6](/[CH:8]=[CH:9]/[C:10]([O:12][CH2:13][CH3:14])=[O:11])[CH:7]=2)=[CH:33][CH:34]=1)[CH2:22][CH2:23][CH3:24]. (7) Given the reactants C(OC([N:8]1[CH2:17][CH2:16][C:15]2[NH:14][N:13]=[C:12]([C:18]3[CH:23]=[CH:22][C:21]([Cl:24])=[CH:20][CH:19]=3)[C:11]=2[CH2:10][CH2:9]1)=O)(C)(C)C.CI.[C:27](OC(N1CCC2C(=C(C3C=CC(Cl)=CC=3)N(C)N=2)CC1)=O)(C)(C)C, predict the reaction product. The product is: [Cl:24][C:21]1[CH:22]=[CH:23][C:18]([C:12]2[C:11]3[CH2:10][CH2:9][NH:8][CH2:17][CH2:16][C:15]=3[N:14]([CH3:27])[N:13]=2)=[CH:19][CH:20]=1. (8) Given the reactants [CH3:1][O:2][C:3]1[CH:11]=[C:10]([C:12]([F:15])([F:14])[F:13])[CH:9]=[CH:8][C:4]=1[C:5]([OH:7])=O.C[NH3+].F[P-](F)(F)(F)(F)F.N1(OC(N(C)C)=[N+](C)C)C2N=CC=CC=2N=N1.F[P-](F)(F)(F)(F)F.C(N(C(C)C)CC)(C)C.[NH2:58][CH2:59][CH2:60][C:61]1[N:65]=[C:64]([C:66]([NH:68][CH:69]([C:78]#[N:79])[C:70]2[CH:75]=[CH:74][C:73]([CH2:76][CH3:77])=[CH:72][CH:71]=2)=[O:67])[NH:63][N:62]=1, predict the reaction product. The product is: [C:78]([CH:69]([NH:68][C:66]([C:64]1[NH:63][N:62]=[C:61]([CH2:60][CH2:59][NH:58][C:5](=[O:7])[C:4]2[CH:8]=[CH:9][C:10]([C:12]([F:15])([F:14])[F:13])=[CH:11][C:3]=2[O:2][CH3:1])[N:65]=1)=[O:67])[C:70]1[CH:75]=[CH:74][C:73]([CH2:76][CH3:77])=[CH:72][CH:71]=1)#[N:79]. (9) Given the reactants [CH2:1]([O:8][C@@H:9]1[C@H:14]2[NH:15][C:16](=[O:18])[O:17][C@H:13]2[CH2:12][C@H:11]([CH2:19][OH:20])[C@H:10]1[O:21][CH2:22][C:23]1[CH:28]=[CH:27][CH:26]=[CH:25][CH:24]=1)[C:2]1[CH:7]=[CH:6][CH:5]=[CH:4][CH:3]=1, predict the reaction product. The product is: [CH2:1]([O:8][C@@H:9]1[C@H:14]2[NH:15][C:16](=[O:18])[O:17][C@H:13]2[CH2:12][C@H:11]([CH:19]=[O:20])[C@H:10]1[O:21][CH2:22][C:23]1[CH:28]=[CH:27][CH:26]=[CH:25][CH:24]=1)[C:2]1[CH:3]=[CH:4][CH:5]=[CH:6][CH:7]=1.